From a dataset of Full USPTO retrosynthesis dataset with 1.9M reactions from patents (1976-2016). Predict the reactants needed to synthesize the given product. (1) The reactants are: C(C1C=CC(C2C=C(C)SC=2CO)=CC=1)C.OC1C(F)=CC(CCC(OCC)=O)=CC=1F.[CH2:33]([C:35]1[CH:40]=[CH:39][C:38]([C:41]2[CH:45]=[C:44]([CH3:46])[S:43][C:42]=2[CH2:47][O:48][C:49]2[C:54]([F:55])=[CH:53][C:52]([CH2:56][CH2:57][C:58]([O:60]CC)=[O:59])=[CH:51][C:50]=2[F:63])=[CH:37][CH:36]=1)[CH3:34]. Given the product [CH2:33]([C:35]1[CH:40]=[CH:39][C:38]([C:41]2[CH:45]=[C:44]([CH3:46])[S:43][C:42]=2[CH2:47][O:48][C:49]2[C:50]([F:63])=[CH:51][C:52]([CH2:56][CH2:57][C:58]([OH:60])=[O:59])=[CH:53][C:54]=2[F:55])=[CH:37][CH:36]=1)[CH3:34], predict the reactants needed to synthesize it. (2) Given the product [Cl:1][C:2]1[CH:9]=[CH:8][C:5]([CH:6]([C:32]2[C:31]3[C:35](=[C:36]([CH2:38][S:39][CH3:40])[CH:37]=[C:29]([F:28])[CH:30]=3)[NH:34][CH:33]=2)[CH:15]2[C:16](=[O:17])[O:18][C:11]([CH3:19])([CH3:10])[O:12][C:13]2=[O:14])=[CH:4][CH:3]=1, predict the reactants needed to synthesize it. The reactants are: [Cl:1][C:2]1[CH:9]=[CH:8][C:5]([CH:6]=O)=[CH:4][CH:3]=1.[CH3:10][C:11]1([CH3:19])[O:18][C:16](=[O:17])[CH2:15][C:13](=[O:14])[O:12]1.N1CCCC1C(O)=O.[F:28][C:29]1[CH:30]=[C:31]2[C:35](=[C:36]([CH2:38][S:39][CH3:40])[CH:37]=1)[NH:34][CH:33]=[CH:32]2.